This data is from Reaction yield outcomes from USPTO patents with 853,638 reactions. The task is: Predict the reaction yield, written as a fraction of the theoretical maximum amount of product (1.0 means a 100% yield; for example, 0.34 means a 34% yield). (1) The reactants are [OH:1][NH:2][CH2:3][CH2:4][C:5]([O:7][C:8]([CH3:11])([CH3:10])[CH3:9])=[O:6].C(Cl)Cl.[Cl-].[S:16]([C:20]1[CH:26]=[CH:25][C:23]([CH3:24])=[CH:22][CH:21]=1)([O-])(=[O:18])=[O:17]. The catalyst is N1C=CC=CC=1. The product is [S:16]([O:1][NH:2][CH2:3][CH2:4][C:5]([O:7][C:8]([CH3:11])([CH3:10])[CH3:9])=[O:6])([C:20]1[CH:26]=[CH:25][C:23]([CH3:24])=[CH:22][CH:21]=1)(=[O:18])=[O:17]. The yield is 0.860. (2) The reactants are C[Sn](C)(C)[C:3]1[CH:17]=[CH:16][C:6]([O:7][CH:8]2[CH:13]3[CH2:14][CH2:15][N:10]([CH2:11][CH2:12]3)[CH2:9]2)=[CH:5][CH:4]=1.[I:20][C:21]1[CH:38]=[CH:37][C:24]2[N:25]3[CH2:31][N:29]([CH2:30][C:23]=2[CH:22]=1)[C:28]1[CH:32]=[CH:33][C:34](I)=[CH:35][C:27]=1[CH2:26]3.CC1C=CC=CC=1P(C1C=CC=CC=1C)C1C=CC=CC=1C.[C:61]([OH:68])(=[O:67])/[CH:62]=[CH:63]/[C:64]([OH:66])=[O:65]. The catalyst is CN(C=O)C.CCOC(C)=O.CO.C1C=CC(/C=C/C(/C=C/C2C=CC=CC=2)=O)=CC=1.C1C=CC(/C=C/C(/C=C/C2C=CC=CC=2)=O)=CC=1.C1C=CC(/C=C/C(/C=C/C2C=CC=CC=2)=O)=CC=1.[Pd].[Pd]. The product is [C:61]([OH:68])(=[O:67])/[CH:62]=[CH:63]/[C:64]([OH:66])=[O:65].[N:10]12[CH2:15][CH2:14][CH:13]([CH2:12][CH2:11]1)[CH:8]([O:7][C:6]1[CH:16]=[CH:17][C:3]([C:34]3[CH:33]=[CH:32][C:28]4[N:29]5[CH2:31][N:25]([CH2:26][C:27]=4[CH:35]=3)[C:24]3[CH:37]=[CH:38][C:21]([I:20])=[CH:22][C:23]=3[CH2:30]5)=[CH:4][CH:5]=1)[CH2:9]2. The yield is 0.740.